This data is from Reaction yield outcomes from USPTO patents with 853,638 reactions. The task is: Predict the reaction yield, written as a fraction of the theoretical maximum amount of product (1.0 means a 100% yield; for example, 0.34 means a 34% yield). The reactants are [Cl:1][C:2]1[CH:7]=[CH:6][C:5]([C:8]2[C:12]3[CH2:13][N:14]([C:17](=[O:19])[CH3:18])[CH2:15][CH2:16][C:11]=3[NH:10][N:9]=2)=[CH:4][C:3]=1[N+:20]([O-:22])=[O:21].C(=O)([O-])[O-].[Cs+].[Cs+].[CH2:29]([CH:31]1[O:33][CH2:32]1)Cl. The catalyst is CN(C=O)C.C(OCC)(=O)C.O. The product is [Cl:1][C:2]1[CH:7]=[CH:6][C:5]([C:8]2[C:12]3[CH2:13][N:14]([C:17](=[O:19])[CH3:18])[CH2:15][CH2:16][C:11]=3[N:10]([CH2:29][CH:31]3[CH2:32][O:33]3)[N:9]=2)=[CH:4][C:3]=1[N+:20]([O-:22])=[O:21]. The yield is 0.830.